From a dataset of Full USPTO retrosynthesis dataset with 1.9M reactions from patents (1976-2016). Predict the reactants needed to synthesize the given product. The reactants are: [OH:1][CH:2]1[CH2:6][CH2:5][O:4][C:3]1=O.[F:8][C:9]1[CH:15]=[CH:14][C:12]([NH2:13])=[CH:11][CH:10]=1.[OH-].[Na+]. Given the product [F:8][C:9]1[CH:15]=[CH:14][C:12]([N:13]2[CH2:5][CH2:6][CH:2]([OH:1])[C:3]2=[O:4])=[CH:11][CH:10]=1, predict the reactants needed to synthesize it.